This data is from Reaction yield outcomes from USPTO patents with 853,638 reactions. The task is: Predict the reaction yield, written as a fraction of the theoretical maximum amount of product (1.0 means a 100% yield; for example, 0.34 means a 34% yield). The yield is 0.0500. The reactants are N1C2C(=CC([NH:10][C:11]3[C:20]4[C:15](=[CH:16][C:17]([O:26][CH3:27])=[C:18]([O:21][CH2:22][C:23](O)=[O:24])[CH:19]=4)[N:14]=[C:13]([C:28]4[CH:33]=[CH:32][CH:31]=[C:30]([C:34]5[CH:39]=[CH:38][CH:37]=[CH:36][CH:35]=5)[CH:29]=4)[N:12]=3)=CC=2)C=N1.C1CN([P+](ON2[N:65]=[N:64][C:59]3[CH:60]=[CH:61][CH:62]=[CH:63][C:58]2=3)(N2CCCC2)N2CCCC2)CC1.F[P-](F)(F)(F)(F)F.[CH3:73]CN(C(C)C)C(C)C.[CH3:82][N:83]1[CH2:88][CH2:87][NH:86][CH2:85][CH2:84]1. The product is [NH:64]1[C:59]2[C:58](=[CH:63][C:62]([NH:10][C:11]3[C:20]4[C:15](=[CH:16][C:17]([O:26][CH3:27])=[C:18]([O:21][CH2:22][C:23]([N:86]5[CH2:87][CH2:88][N:83]([CH3:82])[CH2:84][CH2:85]5)=[O:24])[CH:19]=4)[N:14]=[C:13]([C:28]4[CH:33]=[CH:32][CH:31]=[C:30]([C:34]5[CH:39]=[CH:38][CH:37]=[CH:36][CH:35]=5)[CH:29]=4)[N:12]=3)=[CH:61][CH:60]=2)[CH:73]=[N:65]1. The catalyst is CN(C=O)C.C(Cl)Cl.